Dataset: Forward reaction prediction with 1.9M reactions from USPTO patents (1976-2016). Task: Predict the product of the given reaction. (1) Given the reactants C(OC(=O)[NH:7][CH:8]1[CH2:13][CH2:12][N:11]([C:14]2[CH:19]=[CH:18][C:17]([O:20][C:21]3[CH:26]=[CH:25][CH:24]=[CH:23][CH:22]=3)=[CH:16][CH:15]=2)[CH2:10][CH2:9]1)(C)(C)C.[ClH:28], predict the reaction product. The product is: [ClH:28].[O:20]([C:17]1[CH:18]=[CH:19][C:14]([N:11]2[CH2:12][CH2:13][CH:8]([NH2:7])[CH2:9][CH2:10]2)=[CH:15][CH:16]=1)[C:21]1[CH:26]=[CH:25][CH:24]=[CH:23][CH:22]=1. (2) The product is: [C:27]([O:26][C:24]([N:6]([CH:7]([C:11]1[CH:12]=[CH:13][C:14]([CH3:17])=[CH:15][CH:16]=1)[C:8]([OH:10])=[O:9])[CH2:5][C:4]1[CH:18]=[CH:19][CH:20]=[CH:21][C:3]=1[O:2][CH3:1])=[O:25])([CH3:30])([CH3:29])[CH3:28]. Given the reactants [CH3:1][O:2][C:3]1[CH:21]=[CH:20][CH:19]=[CH:18][C:4]=1[CH2:5][NH:6][CH:7]([C:11]1[CH:16]=[CH:15][C:14]([CH3:17])=[CH:13][CH:12]=1)[C:8]([OH:10])=[O:9].[OH-].[Na+].[C:24](O[C:24]([O:26][C:27]([CH3:30])([CH3:29])[CH3:28])=[O:25])([O:26][C:27]([CH3:30])([CH3:29])[CH3:28])=[O:25], predict the reaction product. (3) Given the reactants [Br:1][C:2]1[CH:3]=[N:4][C:5]2[N:6]([N:8]=[C:9]([C:11]([OH:13])=O)[CH:10]=2)[CH:7]=1.[C:14]1([CH3:26])[CH:19]=[CH:18][CH:17]=[CH:16][C:15]=1[C:20]1[CH2:21][CH2:22][NH:23][CH2:24][CH:25]=1, predict the reaction product. The product is: [Br:1][C:2]1[CH:3]=[N:4][C:5]2[N:6]([N:8]=[C:9]([C:11]([N:23]3[CH2:22][CH:21]=[C:20]([C:15]4[CH:16]=[CH:17][CH:18]=[CH:19][C:14]=4[CH3:26])[CH2:25][CH2:24]3)=[O:13])[CH:10]=2)[CH:7]=1. (4) Given the reactants [Br:1][C:2]1[CH:11]=[C:10]([CH3:12])[C:9]([N+:13]([O-:15])=[O:14])=[C:8]2[C:3]=1[C:4](=O)[NH:5][CH:6]=[N:7]2.O=P(Cl)(Cl)[Cl:19], predict the reaction product. The product is: [Br:1][C:2]1[CH:11]=[C:10]([CH3:12])[C:9]([N+:13]([O-:15])=[O:14])=[C:8]2[C:3]=1[C:4]([Cl:19])=[N:5][CH:6]=[N:7]2. (5) Given the reactants [Br:1][C:2]1[CH:3]=[CH:4][C:5]([O:14][CH3:15])=[C:6]([C:8](=O)[CH2:9][CH2:10][CH2:11]Cl)[CH:7]=1.C(O)(=O)C.CN.[C:22]([BH3-])#[N:23].[Na+], predict the reaction product. The product is: [CH3:15][O:14][C:5]1[CH:4]=[CH:3][C:2]([Br:1])=[CH:7][C:6]=1[CH:8]1[CH2:9][CH2:10][CH2:11][N:23]1[CH3:22].